Regression. Given two drug SMILES strings and cell line genomic features, predict the synergy score measuring deviation from expected non-interaction effect. From a dataset of NCI-60 drug combinations with 297,098 pairs across 59 cell lines. (1) Drug 1: CC12CCC(CC1=CCC3C2CCC4(C3CC=C4C5=CN=CC=C5)C)O. Drug 2: CCC1(C2=C(COC1=O)C(=O)N3CC4=CC5=C(C=CC(=C5CN(C)C)O)N=C4C3=C2)O.Cl. Cell line: RXF 393. Synergy scores: CSS=21.7, Synergy_ZIP=-2.48, Synergy_Bliss=2.88, Synergy_Loewe=4.19, Synergy_HSA=5.26. (2) Drug 1: C1CN1C2=NC(=NC(=N2)N3CC3)N4CC4. Drug 2: CC1C(C(CC(O1)OC2CC(CC3=C2C(=C4C(=C3O)C(=O)C5=C(C4=O)C(=CC=C5)OC)O)(C(=O)C)O)N)O.Cl. Cell line: SNB-19. Synergy scores: CSS=35.4, Synergy_ZIP=-1.62, Synergy_Bliss=2.49, Synergy_Loewe=-1.44, Synergy_HSA=5.59.